This data is from Reaction yield outcomes from USPTO patents with 853,638 reactions. The task is: Predict the reaction yield, written as a fraction of the theoretical maximum amount of product (1.0 means a 100% yield; for example, 0.34 means a 34% yield). (1) The reactants are [Cl:1][C:2]1[CH:3]=[C:4]([CH2:9][OH:10])[CH:5]=[C:6]([Cl:8])[CH:7]=1.N1C(C)=CC=CC=1C.O([Si:27]([CH:34]([CH3:36])[CH3:35])([CH:31]([CH3:33])[CH3:32])[CH:28]([CH3:30])[CH3:29])S(C(F)(F)F)(=O)=O. The catalyst is C(Cl)Cl.O. The product is [Cl:1][C:2]1[CH:3]=[C:4]([CH:5]=[C:6]([Cl:8])[CH:7]=1)[CH2:9][O:10][Si:27]([CH:34]([CH3:36])[CH3:35])([CH:31]([CH3:33])[CH3:32])[CH:28]([CH3:30])[CH3:29]. The yield is 0.790. (2) The reactants are [NH2:1][C:2]1[N:7]=[CH:6][N:5]=[C:4]2[N:8]([C:27]3[CH:32]=[CH:31][C:30]([N+:33]([O-:35])=[O:34])=[CH:29][CH:28]=3)[N:9]=[C:10]([C:11]3[CH:16]=[CH:15][C:14]([NH:17]C(=O)OC(C)(C)C)=[C:13]([O:25][CH3:26])[CH:12]=3)[C:3]=12.FC(F)(F)C(O)=O. The catalyst is ClCCl. The product is [NH2:1][C:2]1[N:7]=[CH:6][N:5]=[C:4]2[N:8]([C:27]3[CH:28]=[CH:29][C:30]([N+:33]([O-:35])=[O:34])=[CH:31][CH:32]=3)[N:9]=[C:10]([C:11]3[CH:16]=[CH:15][C:14]([NH2:17])=[C:13]([O:25][CH3:26])[CH:12]=3)[C:3]=12. The yield is 0.940. (3) The reactants are [S:1]1[C:5]2[CH:6]=[CH:7][CH:8]=[CH:9][C:4]=2[N:3]=[C:2]1[O:10][C:11]1[CH:16]=[CH:15][C:14]([CH2:17][CH2:18][N:19]2[CH2:24][CH2:23][CH:22]([C:25]([OH:27])=O)[CH2:21][CH2:20]2)=[CH:13][CH:12]=1.CN1CCOCC1.N1C(Cl)=NC(Cl)=NC=1Cl.[CH2:44]([O:51][NH2:52])[C:45]1[CH:50]=[CH:49][CH:48]=[CH:47][CH:46]=1. The catalyst is C(Cl)Cl. The product is [CH2:44]([O:51][NH:52][C:25]([CH:22]1[CH2:21][CH2:20][N:19]([CH2:18][CH2:17][C:14]2[CH:15]=[CH:16][C:11]([O:10][C:2]3[S:1][C:5]4[CH:6]=[CH:7][CH:8]=[CH:9][C:4]=4[N:3]=3)=[CH:12][CH:13]=2)[CH2:24][CH2:23]1)=[O:27])[C:45]1[CH:50]=[CH:49][CH:48]=[CH:47][CH:46]=1. The yield is 0.170. (4) The reactants are [OH:1][C:2]1[CH:3]=[C:4]([NH:8][C:9](=[O:11])[CH3:10])[CH:5]=[CH:6][CH:7]=1.C(NC1C=C(OC(=O)C)C=CC=1)=O.[CH3:25][C:26](=[CH2:30])[CH2:27][CH2:28]O.CCOC(/N=N/C(OCC)=O)=O.C1C=CC(P(C2C=CC=CC=2)C2C=CC=CC=2)=CC=1. The catalyst is C1C=CC=CC=1.O. The product is [CH3:30][C:26](=[CH2:25])[CH2:27][CH2:28][O:1][C:2]1[CH:3]=[C:4]([NH:8][C:9](=[O:11])[CH3:10])[CH:5]=[CH:6][CH:7]=1. The yield is 0.520. (5) The reactants are CI.[CH3:3][C:4]1[N:8]=[C:7]([CH2:9][C:10](=[O:12])[CH3:11])[O:6][N:5]=1.[C:13](=O)([O-])[O-].[K+].[K+]. The catalyst is C(OCC)(=O)C.CCCCCCC. The product is [CH3:3][C:4]1[N:8]=[C:7]([CH:9]([CH3:13])[C:10](=[O:12])[CH3:11])[O:6][N:5]=1. The yield is 0.0200.